Predict the product of the given reaction. From a dataset of Forward reaction prediction with 1.9M reactions from USPTO patents (1976-2016). The product is: [NH2:56][C:55]1[N:54]=[CH:53][C:52]([C:57]2[CH:58]=[N:59][N:60]([CH:62]3[CH2:67][CH2:66][N:65]([C:28]([CH:25]4[CH2:26][CH2:27][N:22]([CH2:21][C:20]5[CH:19]=[CH:18][C:17]([N:16]6[C:12]([C:3]7[CH:4]=[C:5]([CH:9]([CH3:11])[CH3:10])[C:6]([OH:8])=[CH:7][C:2]=7[OH:1])=[N:13][N:14]=[C:15]6[C:33]([NH:34][CH2:35][CH3:36])=[O:37])=[CH:32][CH:31]=5)[CH2:23][CH2:24]4)=[O:29])[CH2:64][CH2:63]3)[CH:61]=2)=[CH:51][C:50]=1[O:49][C@@H:39]([C:40]1[C:41]([Cl:48])=[CH:42][CH:43]=[C:44]([F:47])[C:45]=1[Cl:46])[CH3:38]. Given the reactants [OH:1][C:2]1[CH:7]=[C:6]([OH:8])[C:5]([CH:9]([CH3:11])[CH3:10])=[CH:4][C:3]=1[C:12]1[N:16]([C:17]2[CH:32]=[CH:31][C:20]([CH2:21][N:22]3[CH2:27][CH2:26][CH:25]([C:28](O)=[O:29])[CH2:24][CH2:23]3)=[CH:19][CH:18]=2)[C:15]([C:33](=[O:37])[NH:34][CH2:35][CH3:36])=[N:14][N:13]=1.[CH3:38][C@@H:39]([O:49][C:50]1[CH:51]=[C:52]([C:57]2[CH:58]=[N:59][N:60]([CH:62]3[CH2:67][CH2:66][NH:65][CH2:64][CH2:63]3)[CH:61]=2)[CH:53]=[N:54][C:55]=1[NH2:56])[C:40]1[C:41]([Cl:48])=[CH:42][CH:43]=[C:44]([F:47])[C:45]=1[Cl:46].C(P1(=O)OP(CCC)(=O)OP(CCC)(=O)O1)CC, predict the reaction product.